From a dataset of Forward reaction prediction with 1.9M reactions from USPTO patents (1976-2016). Predict the product of the given reaction. (1) Given the reactants [CH3:1][C:2]1([CH3:30])[C:10]2[C:5](=[CH:6][CH:7]=[CH:8][CH:9]=2)[N:4]([C:11]([NH:13][CH2:14][CH:15]2[CH2:20][CH2:19][N:18]([CH2:21][C:22]3([C:26]([OH:28])=[O:27])[CH2:25][CH2:24][CH2:23]3)[CH2:17][CH2:16]2)=[O:12])[C:3]1=[O:29].[C:31]([OH:38])(=[O:37])/[CH:32]=[CH:33]/[C:34]([OH:36])=[O:35], predict the reaction product. The product is: [C:31]([OH:38])(=[O:37])/[CH:32]=[CH:33]/[C:34]([OH:36])=[O:35].[CH3:1][C:2]1([CH3:30])[C:10]2[C:5](=[CH:6][CH:7]=[CH:8][CH:9]=2)[N:4]([C:11]([NH:13][CH2:14][CH:15]2[CH2:20][CH2:19][N:18]([CH2:21][C:22]3([C:26]([OH:28])=[O:27])[CH2:25][CH2:24][CH2:23]3)[CH2:17][CH2:16]2)=[O:12])[C:3]1=[O:29].[CH3:1][C:2]1([CH3:30])[C:10]2[C:5](=[CH:6][CH:7]=[CH:8][CH:9]=2)[N:4]([C:11]([NH:13][CH2:14][CH:15]2[CH2:20][CH2:19][N:18]([CH2:21][C:22]3([C:26]([OH:28])=[O:27])[CH2:25][CH2:24][CH2:23]3)[CH2:17][CH2:16]2)=[O:12])[C:3]1=[O:29]. (2) Given the reactants [CH2:1]([C:3]1[CH:8]=[CH:7][C:6]([CH:9]([C:11]2[CH:16]=[CH:15][CH:14]=[CH:13][C:12]=2[O:17][CH3:18])O)=[CH:5][CH:4]=1)[CH3:2].C([BH3-])#N.[Na+].C[Si](Cl)(C)C, predict the reaction product. The product is: [CH2:1]([C:3]1[CH:8]=[CH:7][C:6]([CH2:9][C:11]2[CH:16]=[CH:15][CH:14]=[CH:13][C:12]=2[O:17][CH3:18])=[CH:5][CH:4]=1)[CH3:2]. (3) Given the reactants [Br:1][C:2]1[CH:10]=[CH:9][C:5]([C:6]([OH:8])=O)=[CH:4][CH:3]=1.[C:11]([O:15][C:16]([NH:18][C:19]1[CH:24]=[CH:23][CH:22]=[CH:21][C:20]=1[NH2:25])=[O:17])([CH3:14])([CH3:13])[CH3:12], predict the reaction product. The product is: [C:11]([O:15][C:16]([NH:18][C:19]1[CH:24]=[CH:23][CH:22]=[CH:21][C:20]=1[NH:25][C:6](=[O:8])[C:5]1[CH:4]=[CH:3][C:2]([Br:1])=[CH:10][CH:9]=1)=[O:17])([CH3:14])([CH3:12])[CH3:13]. (4) Given the reactants Cl[C:2]1[N:11]=[CH:10][C:9]2[N:8]([CH3:12])[C:7](=[O:13])[C@@H:6]([CH2:14][CH3:15])[N:5]([CH:16]([CH3:18])[CH3:17])[C:4]=2[N:3]=1.[C:19]([C:21]1[CH:26]=[CH:25][C:24]([C:27]2[NH:28][CH:29]=[CH:30][N:31]=2)=[CH:23][CH:22]=1)#[N:20], predict the reaction product. The product is: [CH2:14]([C@H:6]1[N:5]([CH:16]([CH3:18])[CH3:17])[C:4]2[N:3]=[C:2]([N:28]3[CH:29]=[CH:30][N:31]=[C:27]3[C:24]3[CH:23]=[CH:22][C:21]([C:19]#[N:20])=[CH:26][CH:25]=3)[N:11]=[CH:10][C:9]=2[N:8]([CH3:12])[C:7]1=[O:13])[CH3:15]. (5) Given the reactants [Br:1][C:2]1[N:7]=[CH:6][C:5]([C:8](=O)[CH2:9][C:10]2[CH:15]=[CH:14][N:13]=[CH:12][CH:11]=2)=[CH:4][CH:3]=1.[CH3:17][N:18]([CH:20](OC)OC)C.[NH2:25]NC, predict the reaction product. The product is: [Br:1][C:2]1[CH:3]=[CH:4][C:5]([C:8]2[C:9]([C:10]3[CH:15]=[CH:14][N:13]=[CH:12][CH:11]=3)=[CH:17][N:18]([CH3:20])[N:25]=2)=[CH:6][N:7]=1. (6) Given the reactants [F:1][C:2]1[CH:7]=[CH:6][C:5]([S:8](NC)(=[O:10])=[O:9])=[CH:4][C:3]=1[N+:13]([O-:15])=[O:14].C[CH2:17][N:18](CC)CC.Cl[C:24]([O:26][CH2:27][C:28]1[CH:33]=[CH:32][CH:31]=[CH:30][CH:29]=1)=[O:25], predict the reaction product. The product is: [C:28]1([CH2:27][O:26][C:24](=[O:25])[NH:18][CH2:17][S:8]([C:5]2[CH:6]=[CH:7][C:2]([F:1])=[C:3]([N+:13]([O-:15])=[O:14])[CH:4]=2)(=[O:9])=[O:10])[CH:33]=[CH:32][CH:31]=[CH:30][CH:29]=1. (7) Given the reactants [CH3:1][C:2]1([C:7]2[O:11][C:10]([CH2:12][N:13]3[CH:17]=[C:16]([NH2:18])[CH:15]=[N:14]3)=[CH:9][CH:8]=2)[O:6]CCO1.[Cl:19][C:20]1[CH:21]=[C:22]([C:26]2[S:30][CH:29]=[N:28][C:27]=2[C:31](O)=[O:32])[CH:23]=[CH:24][CH:25]=1, predict the reaction product. The product is: [C:2]([C:7]1[O:11][C:10]([CH2:12][N:13]2[CH:17]=[C:16]([NH:18][C:31]([C:27]3[N:28]=[CH:29][S:30][C:26]=3[C:22]3[CH:23]=[CH:24][CH:25]=[C:20]([Cl:19])[CH:21]=3)=[O:32])[CH:15]=[N:14]2)=[CH:9][CH:8]=1)(=[O:6])[CH3:1]. (8) Given the reactants [ClH:1].C([O:9][C:10]([NH:12][CH2:13][CH2:14][CH2:15][C@H:16]([NH:32][C:33](=[O:42])[O:34][CH2:35][C:36]1[CH:41]=[CH:40][CH:39]=[CH:38][CH:37]=1)[C:17]([NH:19][CH2:20][CH:21]([OH:31])[CH2:22][NH:23]C(OC(C)(C)C)=O)=[O:18])=[O:11])C1C=CC=CC=1, predict the reaction product. The product is: [ClH:1].[CH2:35]([N:12]([CH2:13][CH2:14][CH2:15][C@H:16]([NH:32][C:33]([O:34][CH2:35][C:36]1[CH:37]=[CH:38][CH:39]=[CH:40][CH:41]=1)=[O:42])[C:17]([NH:19][CH2:20][CH:21]([OH:31])[CH2:22][NH2:23])=[O:18])[C:10](=[O:11])[OH:9])[C:36]1[CH:41]=[CH:40][CH:39]=[CH:38][CH:37]=1. (9) Given the reactants [C:1]([C:4]1[CH:5]=[C:6]2[C:11](=[CH:12][CH:13]=1)[C:9](=[O:10])[O:8][CH2:7]2)(O)=O.S(N)([NH2:17])(=O)=O.S(Cl)(Cl)=O.O, predict the reaction product. The product is: [C:1]([C:4]1[CH:5]=[C:6]2[C:11](=[CH:12][CH:13]=1)[C:9](=[O:10])[O:8][CH2:7]2)#[N:17].